From a dataset of Reaction yield outcomes from USPTO patents with 853,638 reactions. Predict the reaction yield, written as a fraction of the theoretical maximum amount of product (1.0 means a 100% yield; for example, 0.34 means a 34% yield). The reactants are P(=O)(O)(O)O.O.[CH2:7]([N:14]([CH2:24][C:25]1[CH:30]=[CH:29][CH:28]=[CH:27][CH:26]=1)[C@@H:15]1[CH2:19][C@H:18]([C:20]([O-:22])=[O:21])[C@H:17]([CH3:23])[CH2:16]1)[C:8]1[CH:13]=[CH:12][CH:11]=[CH:10][CH:9]=1.C1([C@H](N)C)C=CC=CC=1. The catalyst is CC(OC)(C)C. The product is [CH2:24]([N:14]([CH2:7][C:8]1[CH:13]=[CH:12][CH:11]=[CH:10][CH:9]=1)[C@@H:15]1[CH2:19][C@H:18]([C:20]([OH:22])=[O:21])[C@H:17]([CH3:23])[CH2:16]1)[C:25]1[CH:26]=[CH:27][CH:28]=[CH:29][CH:30]=1. The yield is 0.990.